From a dataset of Experimentally validated miRNA-target interactions with 360,000+ pairs, plus equal number of negative samples. Binary Classification. Given a miRNA mature sequence and a target amino acid sequence, predict their likelihood of interaction. The miRNA is hsa-miR-340-3p with sequence UCCGUCUCAGUUACUUUAUAGC. The protein sequence of the target gene is MHHGTGPQNVQHQLQRSRACPGSEGEEQPAHPNPPPSPAAPFAPSASPSAPQSPSYQIQQLMNRSPATGQNVNITLQSVGPVVGGNQQITLAPLPLPSPTSPGFQFSAQPRRFEHGSPSYIQVTSPLSQQVQTQSPTQPSPGPGQALQNVRAGAPGPGLGLCSSSPTGGFVDASVLVRQISLSPSSGGHFVFQDGSGLTQIAQGAQVQLQHPGTPITVRERRPSQPHTQSGGTIHHLGPQSPAAAGGAGLQPLASPSHITTANLPPQISSIIQGQLVQQQQVLQGPPLPRPLGFERTPGV.... Result: 1 (interaction).